The task is: Predict which catalyst facilitates the given reaction.. This data is from Catalyst prediction with 721,799 reactions and 888 catalyst types from USPTO. (1) Reactant: [OH:1][C:2]1[CH:9]=[CH:8][CH:7]=[C:6]([OH:10])[C:3]=1[CH:4]=O.S(O)(O)(=O)=O.[NH2:16]O.C(Cl)Cl.C([O-])(O)=O.[Na+]. Product: [OH:1][C:2]1[CH:9]=[CH:8][CH:7]=[C:6]([OH:10])[C:3]=1[C:4]#[N:16]. The catalyst class is: 6. (2) Reactant: [CH:1]1([CH2:4][O:5][C:6]2[N:11]=[C:10]([N:12]3[CH2:17][CH2:16][CH:15]([C:18]4[C:26]5[C:21](=[N:22][CH:23]=[CH:24][CH:25]=5)[NH:20][N:19]=4)[CH2:14][CH2:13]3)[N:9]=[C:8]([C:27]([OH:29])=O)[N:7]=2)[CH2:3][CH2:2]1.[NH2:30][C@H:31]([CH3:34])[CH2:32][OH:33].CN(C(ON1N=NC2C=CC=NC1=2)=[N+](C)C)C.F[P-](F)(F)(F)(F)F. Product: [CH:1]1([CH2:4][O:5][C:6]2[N:11]=[C:10]([N:12]3[CH2:13][CH2:14][CH:15]([C:18]4[C:26]5[C:21](=[N:22][CH:23]=[CH:24][CH:25]=5)[NH:20][N:19]=4)[CH2:16][CH2:17]3)[N:9]=[C:8]([C:27]([NH:30][C@H:31]([CH3:34])[CH2:32][OH:33])=[O:29])[N:7]=2)[CH2:3][CH2:2]1. The catalyst class is: 173. (3) Reactant: C([O:3][C:4](=[O:33])/[CH:5]=[C:6](\[CH3:32])/[CH:7]=[CH:8]/[C@@H:9]1[CH2:11][C@@:10]1([C:13]1[CH:14]=[C:15]([C:24]2[C:29]([CH3:30])=[CH:28][CH:27]=[CH:26][C:25]=2[CH3:31])[C:16]2[O:20][CH2:19][C:18]([CH3:22])([CH3:21])[C:17]=2[CH:23]=1)[CH3:12])C.C(O)C.[OH-].[Na+]. Product: [CH3:30][C:29]1[CH:28]=[CH:27][CH:26]=[C:25]([CH3:31])[C:24]=1[C:15]1[C:16]2[O:20][CH2:19][C:18]([CH3:22])([CH3:21])[C:17]=2[CH:23]=[C:13]([C@@:10]2([CH3:12])[CH2:11][C@H:9]2/[CH:8]=[CH:7]/[C:6](/[CH3:32])=[CH:5]/[C:4]([OH:33])=[O:3])[CH:14]=1. The catalyst class is: 81. (4) Reactant: [CH:1]1([N:4]2[C:13]([C:14]#[N:15])=[C:12]([C:16]3[CH:21]=[CH:20][CH:19]=[C:18]([F:22])[CH:17]=3)[C:11]3[C:6](=[CH:7][CH:8]=[C:9]([OH:23])[CH:10]=3)[C:5]2=[O:24])[CH2:3][CH2:2]1.C([O-])([O-])=O.[K+].[K+].O([CH2:39][C:40]([F:43])([F:42])[F:41])S(C(F)(F)F)(=O)=O.C([O-])(O)=O.[Na+]. Product: [CH:1]1([N:4]2[C:13]([C:14]#[N:15])=[C:12]([C:16]3[CH:21]=[CH:20][CH:19]=[C:18]([F:22])[CH:17]=3)[C:11]3[C:6](=[CH:7][CH:8]=[C:9]([O:23][CH2:39][C:40]([F:43])([F:42])[F:41])[CH:10]=3)[C:5]2=[O:24])[CH2:2][CH2:3]1. The catalyst class is: 3. (5) Reactant: [Cl:1][C:2]1[CH:7]=[CH:6][C:5]([C:8](=O)[CH2:9][C:10]([O:12]CC)=O)=[CH:4][CH:3]=1.[NH:16]([C:18]1[CH:23]=[C:22]([C:24]#[N:25])[CH:21]=[CH:20][N:19]=1)[NH2:17].CC(O)=O. Product: [Cl:1][C:2]1[CH:3]=[CH:4][C:5]([C:8]2[CH:9]=[C:10]([OH:12])[N:16]([C:18]3[CH:23]=[C:22]([C:24]#[N:25])[CH:21]=[CH:20][N:19]=3)[N:17]=2)=[CH:6][CH:7]=1. The catalyst class is: 14. (6) Reactant: [F:1][C:2]1[CH:7]=[CH:6][C:5]([NH:8][CH:9]=O)=[CH:4][C:3]=1[NH:11][C:12](=[O:18])[O:13][C:14]([CH3:17])([CH3:16])[CH3:15].CO.C(O)(=O)C. Product: [F:1][C:2]1[CH:7]=[CH:6][C:5]([NH:8][CH3:9])=[CH:4][C:3]=1[NH:11][C:12](=[O:18])[O:13][C:14]([CH3:16])([CH3:15])[CH3:17]. The catalyst class is: 7. (7) Reactant: [C:1]([C:3]1[CH:8]=[CH:7][C:6](B(O)O)=[CH:5][CH:4]=1)#[N:2].Br[C:13]1[CH:14]=[N:15][CH:16]=[CH:17][C:18]=1[S:19][C:20]([CH3:27])([CH3:26])[C:21]([O:23][CH2:24][CH3:25])=[O:22].C(#N)C.C(=O)([O-])[O-].[Na+].[Na+]. Product: [C:1]([C:3]1[CH:8]=[CH:7][C:6]([C:17]2[CH:16]=[N:15][CH:14]=[CH:13][C:18]=2[S:19][C:20]([CH3:26])([CH3:27])[C:21]([O:23][CH2:24][CH3:25])=[O:22])=[CH:5][CH:4]=1)#[N:2]. The catalyst class is: 450. (8) Reactant: [Cl:1][C:2]1[CH:3]=[C:4]([C:12]2[O:16][N:15]=[C:14]([C:17]3[CH:18]=[CH:19][CH:20]=[C:21]4[C:25]=3[NH:24][CH:23]=[C:22]4[CH2:26][CH2:27][CH2:28][C:29]([O:31][CH2:32][CH3:33])=[O:30])[N:13]=2)[CH:5]=[CH:6][C:7]=1[O:8][CH:9]([CH3:11])[CH3:10].[C:34](=O)(OC)OC.C1N2CCN(CC2)C1. Product: [Cl:1][C:2]1[CH:3]=[C:4]([C:12]2[O:16][N:15]=[C:14]([C:17]3[CH:18]=[CH:19][CH:20]=[C:21]4[C:25]=3[N:24]([CH3:34])[CH:23]=[C:22]4[CH2:26][CH2:27][CH2:28][C:29]([O:31][CH2:32][CH3:33])=[O:30])[N:13]=2)[CH:5]=[CH:6][C:7]=1[O:8][CH:9]([CH3:10])[CH3:11]. The catalyst class is: 9. (9) Reactant: [CH:1]([N:4]1[C:8]([C:9]2[S:10][C:11]3[CH2:12][CH2:13][O:14][C:15]4[CH:22]=[C:21](C=O)[CH:20]=[CH:19][C:16]=4[C:17]=3[N:18]=2)=[N:7][CH:6]=[N:5]1)([CH3:3])[CH3:2].[NH:25]1[CH2:32][CH2:31][CH2:30][C@H:26]1C(O)=O.C(O[BH-](O[C:43](=[O:45])[CH3:44])OC(=O)C)(=O)C.[Na+].C([N:50](CC)C(C)C)(C)C.[Cl-].[NH4+].F[P-](F)(F)(F)(F)F.C[N+](C)=C(N(C)C)ON1C2N=CC=CC=2N=N1.C([O-])(O)=O.[Na+]. Product: [CH:1]([N:4]1[C:8]([C:9]2[S:10][C:11]3[CH2:12][CH2:13][O:14][C:15]4[CH:22]=[C:21]([CH2:26][N:25]5[CH2:32][CH2:31][CH2:30][C@H:44]5[C:43]([NH2:50])=[O:45])[CH:20]=[CH:19][C:16]=4[C:17]=3[N:18]=2)=[N:7][CH:6]=[N:5]1)([CH3:2])[CH3:3]. The catalyst class is: 417.